This data is from Full USPTO retrosynthesis dataset with 1.9M reactions from patents (1976-2016). The task is: Predict the reactants needed to synthesize the given product. Given the product [CH3:15][C:16]1[CH:21]=[C:20]([C:2]2[CH:3]=[CH:4][C:5]3[N:12]4[CH2:13][C@H:8]([CH2:9][CH2:10][CH2:11]4)[NH:7][C:6]=3[N:14]=2)[CH:19]=[CH:18][N:17]=1, predict the reactants needed to synthesize it. The reactants are: Cl[C:2]1[CH:3]=[CH:4][C:5]2[N:12]3[CH2:13][C@H:8]([CH2:9][CH2:10][CH2:11]3)[NH:7][C:6]=2[N:14]=1.[CH3:15][C:16]1[CH:21]=[C:20](B(O)O)[CH:19]=[CH:18][N:17]=1.P([O-])([O-])([O-])=O.[K+].[K+].[K+].CC(C1C=C(C(C)C)C(C2C=CC=CC=2P(C2CCCCC2)C2CCCCC2)=C(C(C)C)C=1)C.